Dataset: Full USPTO retrosynthesis dataset with 1.9M reactions from patents (1976-2016). Task: Predict the reactants needed to synthesize the given product. Given the product [C:27]([Si:31]([CH3:42])([CH3:41])[O:32][CH2:33][CH2:34][N:35]1[CH:39]=[CH:38][C:37]([NH:40][C:8](=[O:9])[CH:7]([N:11]2[C:16](=[O:17])[CH:15]=[C:14]([O:18][C:19]3[C:24]([F:25])=[CH:23][CH:22]=[CH:21][C:20]=3[F:26])[CH:13]=[N:12]2)[CH2:6][CH:1]2[CH2:2][CH2:3][CH2:4][CH2:5]2)=[N:36]1)([CH3:30])([CH3:29])[CH3:28], predict the reactants needed to synthesize it. The reactants are: [CH:1]1([CH2:6][CH:7]([N:11]2[C:16](=[O:17])[CH:15]=[C:14]([O:18][C:19]3[C:24]([F:25])=[CH:23][CH:22]=[CH:21][C:20]=3[F:26])[CH:13]=[N:12]2)[C:8](O)=[O:9])[CH2:5][CH2:4][CH2:3][CH2:2]1.[C:27]([Si:31]([CH3:42])([CH3:41])[O:32][CH2:33][CH2:34][N:35]1[CH:39]=[CH:38][C:37]([NH2:40])=[N:36]1)([CH3:30])([CH3:29])[CH3:28].